Task: Predict the product of the given reaction.. Dataset: Forward reaction prediction with 1.9M reactions from USPTO patents (1976-2016) (1) Given the reactants [F:1][C:2]1[CH:24]=[C:23]([N+:25]([O-])=O)[CH:22]=[CH:21][C:3]=1[O:4][C:5]1[C:14]2[C:9](=[CH:10][C:11]([O:15][CH2:16][C:17]([CH3:20])([OH:19])[CH3:18])=[CH:12][CH:13]=2)[N:8]=[CH:7][CH:6]=1.C(O[K])=O, predict the reaction product. The product is: [NH2:25][C:23]1[CH:22]=[CH:21][C:3]([O:4][C:5]2[C:14]3[C:9](=[CH:10][C:11]([O:15][CH2:16][C:17]([CH3:20])([OH:19])[CH3:18])=[CH:12][CH:13]=3)[N:8]=[CH:7][CH:6]=2)=[C:2]([F:1])[CH:24]=1. (2) The product is: [CH2:1]([O:8][C:9]([C:11]1[CH:12]=[C:13]2[C:17](=[CH:18][CH:19]=1)[C:16](=[O:20])[N:15]([C:21]1[CH:26]=[CH:25][CH:24]=[C:23]([C:27]3[O:28][C:29]4[CH:35]=[C:34]([C:36]([Cl:43])=[O:37])[CH:33]=[CH:32][C:30]=4[N:31]=3)[CH:22]=1)[C:14]2=[O:39])=[O:10])[C:2]1[CH:7]=[CH:6][CH:5]=[CH:4][CH:3]=1. Given the reactants [CH2:1]([O:8][C:9]([C:11]1[CH:12]=[C:13]2[C:17](=[CH:18][CH:19]=1)[C:16](=[O:20])[N:15]([C:21]1[CH:22]=[C:23]([C:27]3[O:28][C:29]4[CH:35]=[C:34]([C:36](O)=[O:37])[CH:33]=[CH:32][C:30]=4[N:31]=3)[CH:24]=[CH:25][CH:26]=1)[C:14]2=[O:39])=[O:10])[C:2]1[CH:7]=[CH:6][CH:5]=[CH:4][CH:3]=1.C(Cl)(=O)C([Cl:43])=O, predict the reaction product. (3) Given the reactants Cl[C:2]1[N:9]=[C:8]([C:10]([F:13])([F:12])[F:11])[CH:7]=[CH:6][C:3]=1[C:4]#[N:5].[CH3:14][O:15][C:16]1[CH:21]=[CH:20][CH:19]=[CH:18][C:17]=1B(O)O, predict the reaction product. The product is: [CH3:14][O:15][C:16]1[CH:21]=[CH:20][CH:19]=[CH:18][C:17]=1[C:2]1[N:9]=[C:8]([C:10]([F:13])([F:12])[F:11])[CH:7]=[CH:6][C:3]=1[C:4]#[N:5].